The task is: Predict the product of the given reaction.. This data is from Forward reaction prediction with 1.9M reactions from USPTO patents (1976-2016). (1) Given the reactants [Cl:1][C:2]1[C:10]2[N:9]=[C:8]([NH:11][C:12]3[CH:13]=[N:14][C:15]([N:19]([CH3:21])[CH3:20])=[CH:16][C:17]=3[CH3:18])[N:7]([CH2:22][CH2:23][CH2:24][CH2:25]O)[C:6]=2[C:5]([CH:27]([CH2:30][CH3:31])[CH2:28][CH3:29])=[CH:4][CH:3]=1.CS(Cl)(=O)=O.C(=O)(O)[O-].[Na+].C(=O)([O-])[O-].[K+].[K+], predict the reaction product. The product is: [Cl:1][C:2]1[C:10]2[N:9]=[C:8]3[N:11]([C:12]4[C:17]([CH3:18])=[CH:16][C:15]([N:19]([CH3:21])[CH3:20])=[N:14][CH:13]=4)[CH2:25][CH2:24][CH2:23][CH2:22][N:7]3[C:6]=2[C:5]([CH:27]([CH2:30][CH3:31])[CH2:28][CH3:29])=[CH:4][CH:3]=1. (2) Given the reactants [CH3:1][C:2]1([CH3:39])[CH2:10][C:9]2[N:8]([CH2:11][O:12][CH2:13][CH2:14][Si:15]([CH3:18])([CH3:17])[CH3:16])[N:7]=[C:6]([C:19]3[N:20]([CH2:31][O:32][CH2:33][CH2:34][Si:35]([CH3:38])([CH3:37])[CH3:36])[C:21]4[C:26]([CH:27]=3)=[CH:25][CH:24]=[C:23]([C:28](O)=[O:29])[CH:22]=4)[C:5]=2[CH2:4][CH2:3]1.O.ON1C2C=CC=CC=2N=N1.Cl.C(N=C=NCCCN(C)C)C.[NH2:63][CH:64]([CH3:67])[CH2:65][OH:66], predict the reaction product. The product is: [OH:66][CH2:65][CH:64]([NH:63][C:28]([C:23]1[CH:22]=[C:21]2[C:26]([CH:27]=[C:19]([C:6]3[C:5]4[CH2:4][CH2:3][C:2]([CH3:39])([CH3:1])[CH2:10][C:9]=4[N:8]([CH2:11][O:12][CH2:13][CH2:14][Si:15]([CH3:17])([CH3:16])[CH3:18])[N:7]=3)[N:20]2[CH2:31][O:32][CH2:33][CH2:34][Si:35]([CH3:36])([CH3:38])[CH3:37])=[CH:25][CH:24]=1)=[O:29])[CH3:67]. (3) Given the reactants [CH:1]1([CH2:4][N:5]2[C:9]3[CH:10]=[CH:11][C:12]([S:14]([C:17]([CH3:21])([CH3:20])[CH2:18][OH:19])(=[O:16])=[O:15])=[CH:13][C:8]=3[N:7]=[C:6]2[CH2:22][C:23]([CH3:26])([CH3:25])[CH3:24])[CH2:3][CH2:2]1.C(N(CC)CC)C.[CH3:34][S:35](Cl)(=[O:37])=[O:36], predict the reaction product. The product is: [CH3:34][S:35]([O:19][CH2:18][C:17]([S:14]([C:12]1[CH:11]=[CH:10][C:9]2[N:5]([CH2:4][CH:1]3[CH2:2][CH2:3]3)[C:6]([CH2:22][C:23]([CH3:26])([CH3:25])[CH3:24])=[N:7][C:8]=2[CH:13]=1)(=[O:16])=[O:15])([CH3:20])[CH3:21])(=[O:37])=[O:36]. (4) Given the reactants [CH2:1]([O:5][C:6]1[CH:11]=[CH:10][C:9]([CH2:12][C:13]([NH:16][CH2:17][C@@H:18]([C:20]2[C:28]3[S:27][C:26](=[O:29])[NH:25][C:24]=3[CH:23]=[C:22]([OH:30])[CH:21]=2)[OH:19])([CH3:15])[CH3:14])=[CH:8][CH:7]=1)[CH2:2][CH2:3][CH3:4].[C:31]([OH:34])(=[O:33])[CH3:32], predict the reaction product. The product is: [C:31]([OH:34])(=[O:33])[CH3:32].[CH2:1]([O:5][C:6]1[CH:11]=[CH:10][C:9]([CH2:12][C:13]([NH:16][CH2:17][C@@H:18]([C:20]2[C:28]3[S:27][C:26](=[O:29])[NH:25][C:24]=3[CH:23]=[C:22]([OH:30])[CH:21]=2)[OH:19])([CH3:14])[CH3:15])=[CH:8][CH:7]=1)[CH2:2][CH2:3][CH3:4]. (5) Given the reactants [I-].[Cl:2][C:3]1[CH:4]=[CH:5][C:6]2[NH:12][C:11]3[CH:13]=[CH:14][CH:15]=[CH:16][C:10]=3[C:9]([N:17]3[CH2:22][CH2:21][N:20]([C:23]([C:25]4[CH2:26][N:27]([CH3:31])[CH:28]=[CH:29][CH:30]=4)=[O:24])[CH2:19][CH2:18]3)=[N:8][C:7]=2[CH:32]=1.C(=O)(O)[O-].[Na+].S(S([O-])=O)([O-])=O.[Na+].[Na+], predict the reaction product. The product is: [Cl:2][C:3]1[CH:4]=[CH:5][C:6]2[NH:12][C:11]3[CH:13]=[CH:14][CH:15]=[CH:16][C:10]=3[C:9]([N:17]3[CH2:18][CH2:19][N:20]([C:23]([C:25]4[CH2:30][CH:29]=[CH:28][N:27]([CH3:31])[CH:26]=4)=[O:24])[CH2:21][CH2:22]3)=[N:8][C:7]=2[CH:32]=1. (6) Given the reactants [O:1]([CH:8]([CH2:14][C:15]1[CH:20]=[CH:19][C:18]([O:21][CH2:22][CH2:23][O:24]C2CCCCO2)=[CH:17][CH:16]=1)[C:9]([O:11][CH2:12][CH3:13])=[O:10])[C:2]1[CH:7]=[CH:6][CH:5]=[CH:4][CH:3]=1.O.C1(C)C=CC(S(O)(=O)=O)=CC=1, predict the reaction product. The product is: [OH:24][CH2:23][CH2:22][O:21][C:18]1[CH:17]=[CH:16][C:15]([CH2:14][CH:8]([O:1][C:2]2[CH:3]=[CH:4][CH:5]=[CH:6][CH:7]=2)[C:9]([O:11][CH2:12][CH3:13])=[O:10])=[CH:20][CH:19]=1. (7) Given the reactants [CH3:1][O:2][C:3]1[CH:41]=[CH:40][C:6]([CH2:7][N:8]([CH2:31][C:32]2[CH:37]=[CH:36][C:35]([O:38][CH3:39])=[CH:34][CH:33]=2)[C:9]2[N:14]=[C:13]([CH3:15])[N:12]=[C:11]([C:16]3[C:17]([NH:23][C:24]4[CH:25]=[CH:26][C:27]([NH2:30])=[N:28][CH:29]=4)=[N:18][CH:19]=[C:20]([Cl:22])[CH:21]=3)[N:10]=2)=[CH:5][CH:4]=1.N1C=CC=CC=1.[C:48](OC(=O)C)(=[O:50])[CH3:49], predict the reaction product. The product is: [CH3:39][O:38][C:35]1[CH:34]=[CH:33][C:32]([CH2:31][N:8]([CH2:7][C:6]2[CH:5]=[CH:4][C:3]([O:2][CH3:1])=[CH:41][CH:40]=2)[C:9]2[N:14]=[C:13]([CH3:15])[N:12]=[C:11]([C:16]3[C:17]([NH:23][C:24]4[CH:25]=[CH:26][C:27]([NH:30][C:48](=[O:50])[CH3:49])=[N:28][CH:29]=4)=[N:18][CH:19]=[C:20]([Cl:22])[CH:21]=3)[N:10]=2)=[CH:37][CH:36]=1. (8) The product is: [CH2:13]([O:15][C:16](=[O:26])[C:17]([CH2:23][NH:4][CH:1]1[CH2:3][CH2:2]1)([CH3:24])[CH2:18][CH2:19][CH:20]([CH3:21])[CH3:22])[CH3:14]. Given the reactants [CH:1]1([NH2:4])[CH2:3][CH2:2]1.C(O)(=O)C.C([BH3-])#N.[Na+].[CH2:13]([O:15][C:16](=[O:26])[C:17]([CH:24]=O)([CH3:23])[CH2:18][CH2:19][CH:20]([CH3:22])[CH3:21])[CH3:14], predict the reaction product. (9) The product is: [CH:1]1([S:6][CH:7]([C:11]2[CH:16]=[CH:15][C:14]([O:17][CH3:18])=[CH:13][CH:12]=2)[C:8]([NH:19][C:20]2[CH:25]=[CH:24][CH:23]=[CH:22][N:21]=2)=[O:10])[CH2:2][CH2:3][CH2:4][CH2:5]1. Given the reactants [CH:1]1([S:6][CH:7]([C:11]2[CH:16]=[CH:15][C:14]([O:17][CH3:18])=[CH:13][CH:12]=2)[C:8]([OH:10])=O)[CH2:5][CH2:4][CH2:3][CH2:2]1.[NH2:19][C:20]1[CH:25]=[CH:24][CH:23]=[CH:22][N:21]=1, predict the reaction product.